From a dataset of Forward reaction prediction with 1.9M reactions from USPTO patents (1976-2016). Predict the product of the given reaction. (1) Given the reactants [CH2:1]([C:5]12[CH2:14][CH2:13][CH2:12][C:11](=[O:15])[C:10]([CH3:16])=[C:9]1[C:8]1[CH:17]=[CH:18][C:19]([O:21]COC)=[CH:20][C:7]=1[CH2:6]2)[CH2:2][CH2:3][CH3:4].Cl.C([O-])(O)=O.[Na+], predict the reaction product. The product is: [CH2:1]([C:5]12[CH2:14][CH2:13][CH2:12][C:11](=[O:15])[C:10]([CH3:16])=[C:9]1[C:8]1[CH:17]=[CH:18][C:19]([OH:21])=[CH:20][C:7]=1[CH2:6]2)[CH2:2][CH2:3][CH3:4]. (2) The product is: [ClH:11].[S:1]1[CH:5]=[CH:4][C:3]([CH2:6][CH2:7][NH2:8])=[CH:2]1. Given the reactants [S:1]1[CH:5]=[CH:4][C:3]([CH2:6][C:7]#[N:8])=[CH:2]1.CO.[ClH:11], predict the reaction product. (3) Given the reactants Br[CH2:2][C:3]1[CH:12]=[CH:11][C:6]([C:7]([O:9][CH3:10])=[O:8])=[CH:5][CH:4]=1.[C:13]([O:17][C:18](=[O:21])[NH:19][NH2:20])([CH3:16])([CH3:15])[CH3:14].C(N(CC)CC)C.O, predict the reaction product. The product is: [C:13]([O:17][C:18]([NH:19][NH:20][CH2:2][C:3]1[CH:12]=[CH:11][C:6]([C:7]([O:9][CH3:10])=[O:8])=[CH:5][CH:4]=1)=[O:21])([CH3:16])([CH3:15])[CH3:14]. (4) Given the reactants [Br:1][C:2]1[CH:11]=[C:10]2[C:5]([CH:6]=[N:7][C:8](O)=[N:9]2)=[CH:4][CH:3]=1.P(Cl)(Cl)([Cl:15])=O, predict the reaction product. The product is: [Br:1][C:2]1[CH:11]=[C:10]2[C:5]([CH:6]=[N:7][C:8]([Cl:15])=[N:9]2)=[CH:4][CH:3]=1.